Dataset: Experimentally validated miRNA-target interactions with 360,000+ pairs, plus equal number of negative samples. Task: Binary Classification. Given a miRNA mature sequence and a target amino acid sequence, predict their likelihood of interaction. The miRNA is hsa-miR-648 with sequence AAGUGUGCAGGGCACUGGU. The protein sequence of the target gene is MSPGASRGPRGSQAPLIAPLCCAAAALGMLLWSPACQAFNLDVEKLTVYSGPKGSYFGYAVDFHIPDARTASVLVGAPKANTSQPDIVEGGAVYYCPWPAEGSAQCRQIPFDTTNNRKIRVNGTKEPIEFKSNQWFGATVKAHKGKVVACAPLYHWRTLKPTPEKDPVGTCYVAIQNFSAYAEFSPCRNSNADPEGQGYCQAGFSLDFYKNGDLIVGGPGSFYWQGQVITASVADIIANYSFKDILRKLAGEKQTEVAPASYDDSYLGYSVAAGEFTGDSQQELVAGIPRGAQNFGYVSI.... Result: 0 (no interaction).